Dataset: Reaction yield outcomes from USPTO patents with 853,638 reactions. Task: Predict the reaction yield, written as a fraction of the theoretical maximum amount of product (1.0 means a 100% yield; for example, 0.34 means a 34% yield). The reactants are [F:1][C:2]1[CH:36]=[C:35]([N+:37]([O-])=O)[CH:34]=[CH:33][C:3]=1[O:4][C:5]1[C:10]2[S:11][C:12]([C:14]3[N:19]=[C:18]([CH2:20][N:21]([CH2:29][CH2:30][O:31][CH3:32])[C:22](=[O:28])[O:23][C:24]([CH3:27])([CH3:26])[CH3:25])[CH:17]=[CH:16][CH:15]=3)=[CH:13][C:9]=2C=[CH:7][CH:6]=1.[NH4+:40].[Cl-].CCO. The catalyst is [Fe].O. The product is [NH2:37][C:35]1[CH:34]=[CH:33][C:3]([O:4][C:5]2[CH:6]=[CH:7][N:40]=[C:9]3[CH:13]=[C:12]([C:14]4[N:19]=[C:18]([CH2:20][N:21]([CH2:29][CH2:30][O:31][CH3:32])[C:22](=[O:28])[O:23][C:24]([CH3:25])([CH3:27])[CH3:26])[CH:17]=[CH:16][CH:15]=4)[S:11][C:10]=23)=[C:2]([F:1])[CH:36]=1. The yield is 1.00.